Dataset: Forward reaction prediction with 1.9M reactions from USPTO patents (1976-2016). Task: Predict the product of the given reaction. (1) Given the reactants [Cl:1][C:2]1[CH:7]=[CH:6][C:5]([C@H:8]([C:21](=[O:43])[N:22]2[CH2:27][CH2:26][N:25]([C:28]3[C:33]([C:34]4[CH:35]=[N:36][CH:37]=[CH:38][CH:39]=4)=[CH:32][N:31]=[C:30]4[NH:40][CH:41]=[CH:42][C:29]=34)[CH2:24][CH2:23]2)[CH2:9][N:10]([CH:18]([CH3:20])[CH3:19])C(=O)OC(C)(C)C)=[CH:4][CH:3]=1, predict the reaction product. The product is: [Cl:1][C:2]1[CH:7]=[CH:6][C:5]([C@@H:8]([CH2:9][NH:10][CH:18]([CH3:20])[CH3:19])[C:21]([N:22]2[CH2:27][CH2:26][N:25]([C:28]3[C:33]([C:34]4[CH:35]=[N:36][CH:37]=[CH:38][CH:39]=4)=[CH:32][N:31]=[C:30]4[NH:40][CH:41]=[CH:42][C:29]=34)[CH2:24][CH2:23]2)=[O:43])=[CH:4][CH:3]=1. (2) The product is: [CH2:1]([O:8][C:9]1[CH:17]=[C:16]2[C:12]([C:13]([CH2:22][C:29]([NH2:30])=[O:34])=[CH:14][NH:15]2)=[CH:11][CH:10]=1)[C:2]1[CH:3]=[CH:4][CH:5]=[CH:6][CH:7]=1. Given the reactants [CH2:1]([O:8][C:9]1[CH:17]=[C:16]2[C:12]([CH:13]=[C:14](CC(O)=O)[NH:15]2)=[CH:11][CH:10]=1)[C:2]1[CH:7]=[CH:6][CH:5]=[CH:4][CH:3]=1.[C:22]([C:29]1[NH:30]C=CN=1)(C1NC=CN=1)=O.[OH-:34].[NH4+], predict the reaction product. (3) Given the reactants [Br:1][C:2]1[CH:10]=[CH:9][C:5]([C:6]([OH:8])=O)=[C:4]([S:11]([CH3:14])(=[O:13])=[O:12])[CH:3]=1.[CH3:15][C:16]1[CH:21]=[C:20]([CH3:22])[CH:19]=[CH:18][C:17]=1[N:23]1[CH2:28][CH2:27][NH:26][CH2:25][CH2:24]1, predict the reaction product. The product is: [Br:1][C:2]1[CH:10]=[CH:9][C:5]([C:6]([N:26]2[CH2:27][CH2:28][N:23]([C:17]3[CH:18]=[CH:19][C:20]([CH3:22])=[CH:21][C:16]=3[CH3:15])[CH2:24][CH2:25]2)=[O:8])=[C:4]([S:11]([CH3:14])(=[O:13])=[O:12])[CH:3]=1.